Dataset: Full USPTO retrosynthesis dataset with 1.9M reactions from patents (1976-2016). Task: Predict the reactants needed to synthesize the given product. (1) Given the product [CH3:42][C:38]1[N:37]=[C:36]([C:28]2[N:29]=[C:30]3[CH:35]=[CH:34][CH:33]=[CH:32][N:31]3[C:27]=2[C:25]2[CH:24]=[CH:23][N:22]=[C:21]([NH:16][C:12]3[S:11][CH:15]=[N:14][N:13]=3)[N:26]=2)[CH:41]=[CH:40][CH:39]=1, predict the reactants needed to synthesize it. The reactants are: C[Si]([N-][Si](C)(C)C)(C)C.[K+].[S:11]1[CH:15]=[N:14][N:13]=[C:12]1[NH2:16].CS([C:21]1[N:26]=[C:25]([C:27]2[N:31]3[CH:32]=[CH:33][CH:34]=[CH:35][C:30]3=[N:29][C:28]=2[C:36]2[CH:41]=[CH:40][CH:39]=[C:38]([CH3:42])[N:37]=2)[CH:24]=[CH:23][N:22]=1)(=O)=O. (2) The reactants are: [OH:1][C:2]1[CH:3]=[C:4]2[C:8](=[CH:9][CH:10]=1)[NH:7][C:6](=[O:11])[CH2:5]2.C1CCN2C(=NCCC2)CC1.Br[CH2:24][C:25]([O:27][CH2:28][CH3:29])=[O:26]. Given the product [O:11]=[C:6]1[CH2:5][C:4]2[C:8](=[CH:9][CH:10]=[C:2]([O:1][CH2:24][C:25]([O:27][CH2:28][CH3:29])=[O:26])[CH:3]=2)[NH:7]1, predict the reactants needed to synthesize it. (3) Given the product [CH:1]1([C:4]2[NH:8][C:7]3[C:9]([C:14]([NH:17][CH:18]4[CH2:22][CH2:21][NH:20][CH2:19]4)=[O:16])=[CH:10][CH:11]=[C:12]([OH:13])[C:6]=3[N:5]=2)[CH2:2][CH2:3]1, predict the reactants needed to synthesize it. The reactants are: [CH:1]1([C:4]2[NH:8][C:7]3[C:9]([C:14]([OH:16])=O)=[CH:10][CH:11]=[C:12]([OH:13])[C:6]=3[N:5]=2)[CH2:3][CH2:2]1.[NH2:17][CH:18]1[CH2:22][CH2:21][N:20](C(OC(C)(C)C)=O)[CH2:19]1. (4) Given the product [CH3:20][N:11]([CH2:10][C:9]1[CH:18]=[CH:19][C:6]([NH2:3])=[CH:7][CH:8]=1)[CH2:12][C@H:13]1[CH2:17][CH2:16][CH2:15][O:14]1, predict the reactants needed to synthesize it. The reactants are: CI.[N+:3]([C:6]1[CH:19]=[CH:18][C:9]([CH2:10][NH:11][CH2:12][C@H:13]2[CH2:17][CH2:16][CH2:15][O:14]2)=[CH:8][CH:7]=1)([O-])=O.[C:20](=O)([O-])[O-].[K+].[K+]. (5) Given the product [F:33][C:32]([F:35])([F:34])[C:30]([OH:36])=[O:31].[CH3:29][C:10]1[C:9]([NH:7][S:4]([CH3:3])(=[O:6])=[O:5])=[N:18][C:17]2[C:12]([N:11]=1)=[CH:13][CH:14]=[CH:15][C:16]=2[C:19]1[NH:27][C:26]2[CH2:25][CH2:24][NH:23][C:22](=[O:28])[C:21]=2[CH:20]=1, predict the reactants needed to synthesize it. The reactants are: [H-].[Na+].[CH3:3][S:4]([NH2:7])(=[O:6])=[O:5].F[C:9]1[C:10]([CH3:29])=[N:11][C:12]2[C:17]([N:18]=1)=[C:16]([C:19]1[NH:27][C:26]3[CH2:25][CH2:24][NH:23][C:22](=[O:28])[C:21]=3[CH:20]=1)[CH:15]=[CH:14][CH:13]=2.[C:30]([OH:36])([C:32]([F:35])([F:34])[F:33])=[O:31]. (6) The reactants are: Cl[CH2:2][C:3]1[NH:7][C:6]2[CH:8]=[CH:9][C:10]([C:12]([O:14][CH3:15])=[O:13])=[CH:11][C:5]=2[N:4]=1.[Na+].[I-].[NH:18]1[CH2:23][CH2:22][O:21][CH2:20][CH2:19]1.C(#[N:26])C. Given the product [O:21]1[CH2:22][CH2:23][N:18]([NH:26][CH2:2][C:3]2[NH:7][C:6]3[CH:8]=[CH:9][C:10]([C:12]([O:14][CH3:15])=[O:13])=[CH:11][C:5]=3[N:4]=2)[CH2:19][CH2:20]1, predict the reactants needed to synthesize it. (7) Given the product [Cl:32][C:22]1[CH:23]=[C:24]([C:26]2[CH:31]=[CH:30][CH:29]=[CH:28][N:27]=2)[NH:25][C:21]=1[CH:13]([C:10]1[CH:9]=[CH:8][C:7]([S:4]([CH:1]2[CH2:2][CH2:3]2)(=[O:6])=[O:5])=[CH:12][CH:11]=1)[CH2:14][CH:15]1[CH2:20][CH2:19][O:18][CH2:17][CH2:16]1, predict the reactants needed to synthesize it. The reactants are: [CH:1]1([S:4]([C:7]2[CH:12]=[CH:11][C:10]([CH:13]([C:21]3[NH:25][C:24]([C:26]4[CH:31]=[CH:30][CH:29]=[CH:28][N:27]=4)=[CH:23][CH:22]=3)[CH2:14][CH:15]3[CH2:20][CH2:19][O:18][CH2:17][CH2:16]3)=[CH:9][CH:8]=2)(=[O:6])=[O:5])[CH2:3][CH2:2]1.[Cl:32]N1C(=O)CCC1=O.